From a dataset of Forward reaction prediction with 1.9M reactions from USPTO patents (1976-2016). Predict the product of the given reaction. Given the reactants [Br:1][C:2]1[C:3]([CH3:12])=[C:4]([CH:9]=[CH:10][CH:11]=1)[C:5]([O:7][CH3:8])=[O:6].[Br:13]N1C(=O)CCC1=O, predict the reaction product. The product is: [Br:1][C:2]1[C:3]([CH2:12][Br:13])=[C:4]([CH:9]=[CH:10][CH:11]=1)[C:5]([O:7][CH3:8])=[O:6].